This data is from Reaction yield outcomes from USPTO patents with 853,638 reactions. The task is: Predict the reaction yield, written as a fraction of the theoretical maximum amount of product (1.0 means a 100% yield; for example, 0.34 means a 34% yield). The reactants are CS[C:3]([NH:9][C:10]1[CH:15]=[CH:14][CH:13]=[CH:12][CH:11]=1)=[C:4]([C:7]#[N:8])[C:5]#[N:6].[NH2:16][NH2:17]. The catalyst is CCO. The product is [NH2:6][C:5]1[NH:17][N:16]=[C:3]([NH:9][C:10]2[CH:15]=[CH:14][CH:13]=[CH:12][CH:11]=2)[C:4]=1[C:7]#[N:8]. The yield is 0.881.